The task is: Predict the reactants needed to synthesize the given product.. This data is from Full USPTO retrosynthesis dataset with 1.9M reactions from patents (1976-2016). Given the product [N+:14]([C:4]1[CH:3]=[C:2]([N:17]2[CH2:22][CH2:21][O:20][CH2:19][CH2:18]2)[CH:7]=[CH:6][C:5]=1[N:8]1[CH2:13][CH2:12][O:11][CH2:10][CH2:9]1)([O-:16])=[O:15], predict the reactants needed to synthesize it. The reactants are: Br[C:2]1[CH:7]=[CH:6][C:5]([N:8]2[CH2:13][CH2:12][O:11][CH2:10][CH2:9]2)=[C:4]([N+:14]([O-:16])=[O:15])[CH:3]=1.[NH:17]1[CH2:22][CH2:21][O:20][CH2:19][CH2:18]1.CC(C1C=C(C(C)C)C(C2C=CC=CC=2P(C2CCCCC2)C2CCCCC2)=C(C(C)C)C=1)C.CC(C)([O-])C.[Na+].C1(C)C=CC=CC=1.